Dataset: Full USPTO retrosynthesis dataset with 1.9M reactions from patents (1976-2016). Task: Predict the reactants needed to synthesize the given product. (1) Given the product [CH3:12][O:13][C:14]1[CH:15]=[C:16]2[C:20](=[CH:21][C:22]=1[O:23][CH3:24])[N:19]([CH2:10][CH2:9][N:7]1[CH:8]=[C:4]([N+:1]([O-:3])=[O:2])[CH:5]=[N:6]1)[CH2:18][CH2:17]2, predict the reactants needed to synthesize it. The reactants are: [N+:1]([C:4]1[CH:5]=[N:6][N:7]([CH2:9][CH:10]=O)[CH:8]=1)([O-:3])=[O:2].[CH3:12][O:13][C:14]1[CH:15]=[C:16]2[C:20](=[CH:21][C:22]=1[O:23][CH3:24])[NH:19][CH2:18][CH2:17]2. (2) Given the product [I:26][C:6]1[C:7]([O:19][CH3:20])=[C:8]([O:9][CH2:10][C:11]2[CH:16]=[CH:15][C:14]([O:17][CH3:18])=[CH:13][CH:12]=2)[C:3]([O:2][CH3:1])=[CH:4][N:5]=1, predict the reactants needed to synthesize it. The reactants are: [CH3:1][O:2][C:3]1[CH:4]=[N:5][CH:6]=[C:7]([O:19][CH3:20])[C:8]=1[O:9][CH2:10][C:11]1[CH:16]=[CH:15][C:14]([O:17][CH3:18])=[CH:13][CH:12]=1.C([Li])(C)(C)C.[I:26]I. (3) The reactants are: C([NH:18][C@@H:19]([C:24](O)=[O:25])[CH2:20][CH:21]([CH3:23])[CH3:22])(OCC1C2C(=CC=CC=2)C2C1=CC=CC=2)=O.C(Cl)(=O)C(Cl)=O.CCN(C(C)C)C(C)C.[CH3:42][C:43]1([CH3:58])[C:52]2=[CH:53][N:54]=[CH:55][CH:56]=[C:51]2[C:50]2[CH:49]=[CH:48][C:47]([NH2:57])=[CH:46][C:45]=2[O:44]1. Given the product [NH2:18][C@H:19]([CH2:20][CH:21]([CH3:23])[CH3:22])[C:24]([NH:57][C:47]1[CH:48]=[CH:49][C:50]2[C:51]3[C:52](=[CH:53][N:54]=[CH:55][CH:56]=3)[C:43]([CH3:58])([CH3:42])[O:44][C:45]=2[CH:46]=1)=[O:25], predict the reactants needed to synthesize it. (4) Given the product [NH2:21][C:20]1[C:15]2[C:14]([C:22]3[CH:31]=[C:30]4[C:25]([CH:26]=[CH:27][C:28]([C:32]5[CH:37]=[CH:36][CH:35]=[CH:34][CH:33]=5)=[N:29]4)=[CH:24][CH:23]=3)=[CH:13][N:12]([C@@H:9]3[CH2:8][CH2:7][C@H:6]([CH2:4][OH:3])[CH2:11][CH2:10]3)[C:16]=2[N:17]=[CH:18][N:19]=1, predict the reactants needed to synthesize it. The reactants are: C([O:3][C:4]([C@H:6]1[CH2:11][CH2:10][C@@H:9]([N:12]2[C:16]3[N:17]=[CH:18][N:19]=[C:20]([NH2:21])[C:15]=3[C:14]([C:22]3[CH:31]=[C:30]4[C:25]([CH:26]=[CH:27][C:28]([C:32]5[CH:37]=[CH:36][CH:35]=[CH:34][CH:33]=5)=[N:29]4)=[CH:24][CH:23]=3)=[CH:13]2)[CH2:8][CH2:7]1)=O)C.[H-].[H-].[H-].[H-].[Li+].[Al+3].C([O-])(=O)C(C(C([O-])=O)O)O.[Na+].[K+]. (5) The reactants are: C1(C)C=CC(S(O)(=O)=O)=CC=1.C1(C)C=C(C)C=C(C)C=1.CN(C)C1C=CC=CN=1.[CH3:30][C:31]1[CH2:32][CH:33]([C:37]([OH:39])=[O:38])[CH2:34][CH2:35][CH:36]=1.[CH3:40][C:41]1[CH2:46][CH2:45][CH:44]([C:47]([OH:49])=[O:48])[CH2:43][CH:42]=1. Given the product [C:31]1([CH3:30])[CH:36]=[CH:35][CH:34]=[C:33]([C:37]([OH:39])=[O:38])[CH:32]=1.[CH3:40][C:41]1[CH:42]=[CH:43][C:44]([C:47]([OH:49])=[O:48])=[CH:45][CH:46]=1, predict the reactants needed to synthesize it.